Dataset: Catalyst prediction with 721,799 reactions and 888 catalyst types from USPTO. Task: Predict which catalyst facilitates the given reaction. Reactant: [C:1]([C:4]1[CH2:8][CH2:7][CH:6]([OH:9])[CH:5]=1)([CH3:3])=[CH2:2].[C:10]([O:13][CH:14]=[CH2:15])(=[O:12])[CH3:11]. Product: [C:1]([C:4]1[CH2:8][CH2:7][C@H:6]([OH:9])[CH:5]=1)([CH3:3])=[CH2:2].[C:1]([C:4]1[CH2:5][CH2:6][C@@H:14]([O:13][C:10](=[O:12])[CH3:11])[CH:15]=1)([CH3:3])=[CH2:2]. The catalyst class is: 237.